Dataset: Blood-brain barrier permeability classification from the B3DB database. Task: Regression/Classification. Given a drug SMILES string, predict its absorption, distribution, metabolism, or excretion properties. Task type varies by dataset: regression for continuous measurements (e.g., permeability, clearance, half-life) or binary classification for categorical outcomes (e.g., BBB penetration, CYP inhibition). Dataset: b3db_classification. (1) The molecule is CSc1ccc(CC(=O)N2CCN(C(C)=O)CC2CN2CCC(O)C2)cc1. The result is 0 (does not penetrate BBB). (2) The compound is COc1ccc([C@H]2[C@@H](S(C)(=O)=O)[C@@]2(CN)CO)cc1. The result is 0 (does not penetrate BBB). (3) The drug is COc1ccc(CSCC(=O)N[C@H]2CC(C)(C)Oc3cc(OC)ccc32)cc1. The result is 0 (does not penetrate BBB). (4) The drug is CN[C@@H]1CC[C@@H](c2ccccc2)c2ccccc21. The result is 1 (penetrates BBB). (5) The molecule is CC(C)(C(=O)O)c1ccc([C@H](O)CCCN2CCC(C(O)(c3ccccc3)c3ccccc3)CC2)cc1. The result is 0 (does not penetrate BBB). (6) The result is 1 (penetrates BBB). The drug is CSc1ccc2c(c1)N(CC[C@@H]1CCCNC1)c1ccccc1S2. (7) The molecule is CCN1CCCC1CNC(=O)c1c(OC)ccc(Br)c1OC. The result is 1 (penetrates BBB). (8) The drug is CC1(C)S[C@@H]2[C@H](NC(=O)[C@H](NC(=O)c3c[nH]c4cccnc4c3=O)c3ccccc3)C(=O)N2[C@H]1C(=O)O. The result is 0 (does not penetrate BBB).